Predict the reactants needed to synthesize the given product. From a dataset of Full USPTO retrosynthesis dataset with 1.9M reactions from patents (1976-2016). (1) Given the product [OH:18][C:4]([CH3:17])([CH3:3])[C:5]([C:7]1[CH:12]=[CH:11][C:10]([O:13][CH2:14][CH:15]=[CH2:16])=[CH:9][CH:8]=1)=[O:6], predict the reactants needed to synthesize it. The reactants are: [K+].[Br-].[CH3:3][C:4]([O:18]CC=C)([CH3:17])[C:5]([C:7]1[CH:12]=[CH:11][C:10]([O:13][CH2:14][CH:15]=[CH2:16])=[CH:9][CH:8]=1)=[O:6]. (2) Given the product [Cl:20][C:3]1[C:4]2[C:9](=[O:10])[NH:8][N:7]=[CH:6][C:5]=2[N:11]([CH2:12][O:13][CH2:14][CH2:15][Si:16]([CH3:19])([CH3:18])[CH3:17])[C:2]=1[C:46]1[CH:45]=[CH:44][C:43]([O:42][CH:41]([F:40])[F:64])=[C:52]2[C:47]=1[CH:48]=[CH:49][C:50]([CH3:54])([CH3:53])[O:51]2, predict the reactants needed to synthesize it. The reactants are: Br[C:2]1[N:11]([CH2:12][O:13][CH2:14][CH2:15][Si:16]([CH3:19])([CH3:18])[CH3:17])[C:5]2[CH:6]=[N:7][NH:8][C:9](=[O:10])[C:4]=2[C:3]=1[Cl:20].BrC1N(COCC[Si](C)(C)C)C2C=NNC(=O)C=2C=1.[F:40][CH:41]([F:64])[O:42][C:43]1[CH:44]=[CH:45][C:46](B2OC(C)(C)C(C)(C)O2)=[C:47]2[C:52]=1[O:51][C:50]([CH3:54])([CH3:53])[CH:49]=[CH:48]2.C1(OC2C=C(B3OC(C)(C)C(C)(C)O3)C=CC=2OC(F)F)CC1.